Dataset: Forward reaction prediction with 1.9M reactions from USPTO patents (1976-2016). Task: Predict the product of the given reaction. Given the reactants [F:1][C:2]1[CH:7]=[C:6]([O:8][CH3:9])[CH:5]=[CH:4][C:3]=1[C:10]([O:14][Si](C)(C)C)([CH3:13])[C:11]#[N:12].[ClH:19], predict the reaction product. The product is: [ClH:19].[F:1][C:2]1[CH:7]=[C:6]([O:8][CH3:9])[CH:5]=[CH:4][C:3]=1[C:10]([OH:14])([CH3:13])[CH2:11][NH2:12].